From a dataset of Forward reaction prediction with 1.9M reactions from USPTO patents (1976-2016). Predict the product of the given reaction. Given the reactants [C:1]([O:5][C:6]([N:8]1[CH2:17][CH2:16][C:15]2[C:10](=[CH:11][C:12]([CH2:18]O)=[CH:13][CH:14]=2)[CH2:9]1)=[O:7])([CH3:4])([CH3:3])[CH3:2].CCN(CC)CC.[Br:27]P(Br)Br.C([O-])(O)=O.[Na+], predict the reaction product. The product is: [C:1]([O:5][C:6]([N:8]1[CH2:17][CH2:16][C:15]2[C:10](=[CH:11][C:12]([CH2:18][Br:27])=[CH:13][CH:14]=2)[CH2:9]1)=[O:7])([CH3:4])([CH3:3])[CH3:2].